From a dataset of Reaction yield outcomes from USPTO patents with 853,638 reactions. Predict the reaction yield, written as a fraction of the theoretical maximum amount of product (1.0 means a 100% yield; for example, 0.34 means a 34% yield). (1) The reactants are [CH3:1][O:2][C:3]1[CH:4]=[C:5]([CH:12]([C:14]2[CH:19]=[C:18]([O:20][CH3:21])[C:17]([O:22][CH3:23])=[C:16]([O:24][CH3:25])[CH:15]=2)[OH:13])[CH:6]=[CH:7][C:8]=1[N+:9]([O-:11])=[O:10]. The catalyst is C(Cl)Cl.O=[Mn]=O. The product is [CH3:1][O:2][C:3]1[CH:4]=[C:5]([C:12]([C:14]2[CH:19]=[C:18]([O:20][CH3:21])[C:17]([O:22][CH3:23])=[C:16]([O:24][CH3:25])[CH:15]=2)=[O:13])[CH:6]=[CH:7][C:8]=1[N+:9]([O-:11])=[O:10]. The yield is 0.480. (2) The catalyst is [Cu]I.Cl[Pd](Cl)([P](C1C=CC=CC=1)(C1C=CC=CC=1)C1C=CC=CC=1)[P](C1C=CC=CC=1)(C1C=CC=CC=1)C1C=CC=CC=1. The reactants are [C:1]([C:3]1[CH:8]=[CH:7][C:6]([C:9]2([O:12][CH:13]([CH3:15])[CH3:14])[CH2:11][CH2:10]2)=[CH:5][C:4]=1CC)#[CH:2].[CH3:18][O:19][C:20](=[O:29])[CH2:21][C:22]1[CH:27]=[CH:26][C:25](I)=[CH:24][CH:23]=1.[CH2:30](N(CC)CC)[CH3:31]. The yield is 0.700. The product is [CH:13]([O:12][C:9]1([C:6]2[CH:5]=[CH:4][C:3]([C:1]#[C:2][C:25]3[CH:26]=[CH:27][C:22]([CH2:21][C:20]([O:19][CH3:18])=[O:29])=[CH:23][CH:24]=3)=[CH:8][C:7]=2[CH2:30][CH3:31])[CH2:10][CH2:11]1)([CH3:14])[CH3:15]. (3) The reactants are [H-].[Na+].[I-].[CH3:4][S+](C)(C)=O.[CH2:9]([O:11][C:12]([C:14]1[C:15](=[O:35])[N:16]([CH2:26][C:27]2[CH:32]=[CH:31][C:30]([O:33][CH3:34])=[CH:29][CH:28]=2)[C:17]2[C:22]([C:23]=1[CH3:24])=[CH:21][C:20]([Cl:25])=[CH:19][CH:18]=2)=[O:13])[CH3:10]. The catalyst is CS(C)=O. The product is [CH2:9]([O:11][C:12]([C:14]12[CH2:24][C:23]1([CH3:4])[C:22]1[C:17]([N:16]([CH2:26][C:27]3[CH:28]=[CH:29][C:30]([O:33][CH3:34])=[CH:31][CH:32]=3)[C:15]2=[O:35])=[CH:18][CH:19]=[C:20]([Cl:25])[CH:21]=1)=[O:13])[CH3:10]. The yield is 0.720. (4) The reactants are [Cl:1][C:2]1[CH:3]=[CH:4][C:5]([C:8]([OH:10])=O)=[N:6][CH:7]=1.[Cl-].COC1N=C(OC)N=C([N+]2(C)CCOCC2)N=1.[NH2:29][C:30]1[CH:31]=[CH:32][C:33]([F:47])=[C:34]([C@:36]2([CH3:46])[CH2:41][N:40]3[CH:42]=[CH:43][N:44]=[C:39]3[C:38]([NH2:45])=[N:37]2)[CH:35]=1.C([O-])([O-])=O.[Na+].[Na+]. The catalyst is CO.O. The product is [NH2:45][C:38]1[C:39]2[N:40]([CH:42]=[CH:43][N:44]=2)[CH2:41][C@:36]([C:34]2[CH:35]=[C:30]([NH:29][C:8]([C:5]3[CH:4]=[CH:3][C:2]([Cl:1])=[CH:7][N:6]=3)=[O:10])[CH:31]=[CH:32][C:33]=2[F:47])([CH3:46])[N:37]=1. The yield is 0.420. (5) The reactants are [CH3:1][C:2]1[CH:3]=[C:4]([C:9]2[CH:10]=[N:11][N:12]3[C:17]([C:18]4[CH:23]=[CH:22][CH:21]=[C:20]([C:24]5[NH:28][N:27]=[N:26][N:25]=5)[CH:19]=4)=[CH:16][CH:15]=[N:14][C:13]=23)[CH:5]=[C:6]([CH3:8])[CH:7]=1.C([O-])([O-])=O.[Cs+].[Cs+].[CH:35]1([CH2:39]Br)[CH2:38][CH2:37][CH2:36]1. The catalyst is C(#N)C.CN(C=O)C. The product is [CH:35]1([CH2:39][N:27]2[N:26]=[N:25][C:24]([C:20]3[CH:19]=[C:18]([C:17]4[N:12]5[N:11]=[CH:10][C:9]([C:4]6[CH:3]=[C:2]([CH3:1])[CH:7]=[C:6]([CH3:8])[CH:5]=6)=[C:13]5[N:14]=[CH:15][CH:16]=4)[CH:23]=[CH:22][CH:21]=3)=[N:28]2)[CH2:38][CH2:37][CH2:36]1. The yield is 0.670.